This data is from Full USPTO retrosynthesis dataset with 1.9M reactions from patents (1976-2016). The task is: Predict the reactants needed to synthesize the given product. (1) Given the product [CH2:1]([O:3][C:4]1[CH:5]=[C:6]([N:10]2[CH:39]=[C:40]([C:34]([OH:33])=[O:51])[N:12]=[C:11]2[C:13]2[CH:18]=[CH:17][C:16]([F:19])=[CH:15][C:14]=2[F:20])[CH:7]=[CH:8][CH:9]=1)[CH3:2], predict the reactants needed to synthesize it. The reactants are: [CH2:1]([O:3][C:4]1[CH:5]=[C:6]([NH:10][C:11]([C:13]2[CH:18]=[CH:17][C:16]([F:19])=[CH:15][C:14]=2[F:20])=[NH:12])[CH:7]=[CH:8][CH:9]=1)[CH3:2].C[Si]([N-][Si](C)(C)C)(C)C.[Na+].C([O:33][C:34]1C=C(C=[CH:39][CH:40]=1)N)C.FC1C=C(F)C=CC=1C#N.[O:51]1CCCC1. (2) Given the product [NH2:31][C:25]1([C:23]([NH:22][C@H:3]([C:1]#[N:2])[CH2:4][C:5]2[CH:6]=[CH:7][C:8]([C:11]3[CH:12]=[C:13]4[C:17](=[CH:18][CH:19]=3)[C:16](=[O:20])[N:15]([CH3:21])[CH2:14]4)=[CH:9][CH:10]=2)=[O:24])[CH2:30][CH2:29][O:28][CH2:27][CH2:26]1, predict the reactants needed to synthesize it. The reactants are: [C:1]([C@@H:3]([NH:22][C:23]([C:25]1([NH:31]C(=O)OC(C)(C)C)[CH2:30][CH2:29][O:28][CH2:27][CH2:26]1)=[O:24])[CH2:4][C:5]1[CH:10]=[CH:9][C:8]([C:11]2[CH:12]=[C:13]3[C:17](=[CH:18][CH:19]=2)[C:16](=[O:20])[N:15]([CH3:21])[CH2:14]3)=[CH:7][CH:6]=1)#[N:2].C(O)=O.C(#N)C. (3) The reactants are: [CH:1]1([C:4]2[C:5]([O:13][CH2:14][C:15]([F:18])([F:17])[F:16])=[CH:6][C:7]([C:10]([OH:12])=O)=[N:8][CH:9]=2)[CH2:3][CH2:2]1.[CH:19]1([CH2:22][C:23]([C:26]2[O:27][C:28]([CH3:31])=[N:29][N:30]=2)([NH2:25])[CH3:24])[CH2:21][CH2:20]1. Given the product [CH:1]1([C:4]2[C:5]([O:13][CH2:14][C:15]([F:18])([F:17])[F:16])=[CH:6][C:7]([C:10]([NH:25][C:23]([C:26]3[O:27][C:28]([CH3:31])=[N:29][N:30]=3)([CH3:24])[CH2:22][CH:19]3[CH2:20][CH2:21]3)=[O:12])=[N:8][CH:9]=2)[CH2:2][CH2:3]1, predict the reactants needed to synthesize it. (4) Given the product [CH3:27][C:28]1([CH3:42])[CH2:37][C:36](=[O:38])[C:35]2[C:30](=[CH:31][CH:32]=[C:33]([N:3]3[C:4](=[O:26])[C:5]([CH2:11][C:12]4[CH:17]=[CH:16][C:15]([C:18]5[C:19]([C:24]#[N:25])=[CH:20][CH:21]=[CH:22][CH:23]=5)=[CH:14][CH:13]=4)=[C:6]([CH2:8][CH2:9][CH3:10])[N:7]=[C:2]3[CH3:1])[CH:34]=2)[O:29]1, predict the reactants needed to synthesize it. The reactants are: [CH3:1][C:2]1[NH:3][C:4](=[O:26])[C:5]([CH2:11][C:12]2[CH:17]=[CH:16][C:15]([C:18]3[C:19]([C:24]#[N:25])=[CH:20][CH:21]=[CH:22][CH:23]=3)=[CH:14][CH:13]=2)=[C:6]([CH2:8][CH2:9][CH3:10])[N:7]=1.[CH3:27][C:28]1([CH3:42])[CH2:37][C:36](=[O:38])[C:35]2[C:30](=[CH:31][CH:32]=[C:33](B(O)O)[CH:34]=2)[O:29]1.N1C=CC=CC=1.C(N(CC)CC)C. (5) Given the product [NH2:1][C:4]1[CH:12]=[CH:11][CH:10]=[C:9]2[C:5]=1[CH2:6][C:7](=[O:13])[NH:8]2, predict the reactants needed to synthesize it. The reactants are: [N+:1]([C:4]1[C:5]2[C:9]([CH:10]=[CH:11][CH:12]=1)=[N:8][C:7](=[O:13])[CH:6]=2)([O-])=O. (6) Given the product [Br:1][C:2]1[CH:3]=[CH:4][C:5]2[C:10]([CH3:11])([CH3:12])[O:9][C:8](=[O:13])[N:7]([CH3:15])[C:6]=2[CH:14]=1, predict the reactants needed to synthesize it. The reactants are: [Br:1][C:2]1[CH:3]=[CH:4][C:5]2[C:10]([CH3:12])([CH3:11])[O:9][C:8](=[O:13])[NH:7][C:6]=2[CH:14]=1.[CH3:15][Si]([N-][Si](C)(C)C)(C)C.[Na+].CI. (7) Given the product [CH3:31][O:30][CH2:29][CH2:28][CH2:27][CH2:26][N:25]1[C:24]2[CH:32]=[CH:33][CH:34]=[CH:35][C:23]=2[N:22]=[C:21]1[C:19]([N:14]([CH2:15][CH:16]([CH3:18])[CH3:17])[C@H:12]1[CH2:11][C@@H:10]([C:36]([N:39]2[CH2:43][CH2:42][CH2:41][CH2:40]2)=[O:38])[CH2:9][N:8]([C:6]([O:5][C:1]([CH3:4])([CH3:2])[CH3:3])=[O:7])[CH2:13]1)=[O:20], predict the reactants needed to synthesize it. The reactants are: [C:1]([O:5][C:6]([N:8]1[CH2:13][C@@H:12]([N:14]([C:19]([C:21]2[N:25]([CH2:26][CH2:27][CH2:28][CH2:29][O:30][CH3:31])[C:24]3[CH:32]=[CH:33][CH:34]=[CH:35][C:23]=3[N:22]=2)=[O:20])[CH2:15][CH:16]([CH3:18])[CH3:17])[CH2:11][C@@H:10]([C:36]([OH:38])=O)[CH2:9]1)=[O:7])([CH3:4])([CH3:3])[CH3:2].[NH:39]1[CH2:43][CH2:42][CH2:41][CH2:40]1.CCN=C=NCCCN(C)C.C1C=CC2N(O)N=NC=2C=1.C(=O)(O)[O-].[Na+]. (8) Given the product [F:27][C:28]1[CH:33]=[CH:32][CH:31]=[CH:30][C:29]=1[C:2]1[O:10][C:9]2[CH:8]=[CH:7][N:6]([C:11]3[CH:23]=[CH:22][C:14]([O:15][CH2:16][C:17]4([C:20]#[N:21])[CH2:19][CH2:18]4)=[C:13]([O:24][CH3:25])[CH:12]=3)[C:5](=[O:26])[C:4]=2[CH:3]=1, predict the reactants needed to synthesize it. The reactants are: Br[C:2]1[O:10][C:9]2[CH:8]=[CH:7][N:6]([C:11]3[CH:23]=[CH:22][C:14]([O:15][CH2:16][C:17]4([C:20]#[N:21])[CH2:19][CH2:18]4)=[C:13]([O:24][CH3:25])[CH:12]=3)[C:5](=[O:26])[C:4]=2[CH:3]=1.[F:27][C:28]1[CH:33]=[CH:32][CH:31]=[CH:30][C:29]=1B(O)O.C(=O)([O-])[O-].[K+].[K+].COCCOC. (9) Given the product [O:37]1[C:36]2[CH:40]=[CH:41][C:33]([S:30]([N:25]([CH2:26][CH:27]([CH3:29])[CH3:28])[CH2:24][C@@H:23]([OH:42])[C@@H:22]([NH:43][C:44](=[O:45])[O:46][C@@H:47]3[C@H:54]4[C@H:50]([O:51][CH2:52][CH2:53]4)[O:49][CH2:48]3)[CH2:21][C:18]3[CH:17]=[CH:16][C:15]([O:14][CH2:13][CH2:12][N:57]4[CH2:58][CH2:59][S:55][CH2:56]4)=[CH:20][CH:19]=3)(=[O:32])=[O:31])=[CH:34][C:35]=2[O:39][CH2:38]1, predict the reactants needed to synthesize it. The reactants are: CC1C=CC(S(O[CH2:12][CH2:13][O:14][C:15]2[CH:20]=[CH:19][C:18]([CH2:21][C@H:22]([NH:43][C:44]([O:46][C@@H:47]3[C@H:54]4[C@H:50]([O:51][CH2:52][CH2:53]4)[O:49][CH2:48]3)=[O:45])[C@H:23]([OH:42])[CH2:24][N:25]([S:30]([C:33]3[CH:41]=[CH:40][C:36]4[O:37][CH2:38][O:39][C:35]=4[CH:34]=3)(=[O:32])=[O:31])[CH2:26][CH:27]([CH3:29])[CH3:28])=[CH:17][CH:16]=2)(=O)=O)=CC=1.[S:55]1[CH2:59][CH2:58][NH:57][CH2:56]1.CS(C)=O.